Dataset: Catalyst prediction with 721,799 reactions and 888 catalyst types from USPTO. Task: Predict which catalyst facilitates the given reaction. (1) Reactant: [NH2:1][C:2]1[N:14]=[C:13]([C:15]2[CH:20]=[CH:19][CH:18]=[CH:17][C:16]=2[O:21]CC2C=CC(OC)=CC=2)[CH:12]=[C:11]([CH:31]2[CH2:36][CH2:35][CH2:34][N:33]([C:37]([O:39][CH2:40][C:41]3[CH:46]=[CH:45][CH:44]=[CH:43][CH:42]=3)=[O:38])[CH2:32]2)[C:3]=1[C:4]([O:6]C(C)(C)C)=[O:5].FC(F)(F)C(O)=O. Product: [NH2:1][C:2]1[N:14]=[C:13]([C:15]2[CH:20]=[CH:19][CH:18]=[CH:17][C:16]=2[OH:21])[CH:12]=[C:11]([CH:31]2[CH2:36][CH2:35][CH2:34][N:33]([C:37]([O:39][CH2:40][C:41]3[CH:46]=[CH:45][CH:44]=[CH:43][CH:42]=3)=[O:38])[CH2:32]2)[C:3]=1[C:4]([OH:6])=[O:5]. The catalyst class is: 2. (2) Reactant: [Cl:1][C:2]1[CH:7]=[CH:6][CH:5]=[CH:4][C:3]=1[CH2:8][N:9]1[CH:13]=[C:12]([C:14]2[CH:19]=[C:18]([C:20]3[N:21]=[N:22][NH:23][N:24]=3)[CH:17]=[CH:16][N:15]=2)[N:11]=[CH:10]1.[C:25]([O:28][CH2:29]Cl)(=[O:27])[CH3:26].C(=O)([O-])[O-].[K+].[K+]. Product: [C:25]([O:28][CH2:29][N:22]1[N:23]=[N:24][C:20]([C:18]2[CH:17]=[CH:16][N:15]=[C:14]([C:12]3[N:11]=[CH:10][N:9]([CH2:8][C:3]4[CH:4]=[CH:5][CH:6]=[CH:7][C:2]=4[Cl:1])[CH:13]=3)[CH:19]=2)=[N:21]1)(=[O:27])[CH3:26]. The catalyst class is: 3. (3) Reactant: C([O:3][C:4]([C:6]1[S:7][C:8]([O:19][C:20]2[N:25]=[CH:24][CH:23]=[CH:22][N:21]=2)=[C:9]2[C:17]3[N:16]([CH3:18])[N:15]=[CH:14][C:13]=3[CH2:12][CH2:11][C:10]=12)=[O:5])C.[OH-].[K+].C(O)C.Cl. Product: [CH3:18][N:16]1[C:17]2[C:9]3=[C:8]([O:19][C:20]4[N:25]=[CH:24][CH:23]=[CH:22][N:21]=4)[S:7][C:6]([C:4]([OH:5])=[O:3])=[C:10]3[CH2:11][CH2:12][C:13]=2[CH:14]=[N:15]1. The catalyst class is: 7. (4) Reactant: [NH2:1][C:2]1[CH:3]=[C:4]([CH:10]=[CH:11][N:12]=1)[C:5]([O:7][CH2:8][CH3:9])=[O:6].C(N(CC)CC)C.[C:20]1([CH2:26][CH2:27][C:28](Cl)=[O:29])[CH:25]=[CH:24][CH:23]=[CH:22][CH:21]=1. Product: [C:20]1([CH2:26][CH2:27][C:28]([NH:1][C:2]2[CH:3]=[C:4]([CH:10]=[CH:11][N:12]=2)[C:5]([O:7][CH2:8][CH3:9])=[O:6])=[O:29])[CH:25]=[CH:24][CH:23]=[CH:22][CH:21]=1. The catalyst class is: 54. (5) Reactant: [C:1]1([N:7]2[CH:12]=[CH:11][C:10](=[O:13])[C:9]([CH2:14][C:15]3[CH:20]=[CH:19][CH:18]=[C:17](B4OC(C)(C)C(C)(C)O4)[CH:16]=3)=[N:8]2)[CH:6]=[CH:5][CH:4]=[CH:3][CH:2]=1.Br[C:31]1[N:35]=[CH:34][N:33]([CH3:36])[N:32]=1.CC(C1C=C(C(C)C)C(C2C=CC=CC=2P(C2CCCCC2)C2CCCCC2)=C(C(C)C)C=1)C.C([O-])([O-])=O.[Cs+].[Cs+]. Product: [CH3:36][N:33]1[CH:34]=[N:35][C:31]([C:17]2[CH:16]=[C:15]([CH:20]=[CH:19][CH:18]=2)[CH2:14][C:9]2[C:10](=[O:13])[CH:11]=[CH:12][N:7]([C:1]3[CH:2]=[CH:3][CH:4]=[CH:5][CH:6]=3)[N:8]=2)=[N:32]1. The catalyst class is: 110. (6) Reactant: [N+:1]([C:4]1[CH:8]=[C:7]([C:9]([O:11][CH3:12])=[O:10])[NH:6][N:5]=1)([O-])=O. Product: [NH2:1][C:4]1[CH:8]=[C:7]([C:9]([O:11][CH3:12])=[O:10])[NH:6][N:5]=1. The catalyst class is: 19. (7) Reactant: [H-].[Na+].[Br:3][C:4]1[C:17]([CH3:18])=[CH:16][CH:15]=[CH:14][C:5]=1[C:6]([NH:8][CH2:9][C:10]([CH3:13])([CH3:12])[CH3:11])=[O:7].I[CH3:20]. Product: [Br:3][C:4]1[C:17]([CH3:18])=[CH:16][CH:15]=[CH:14][C:5]=1[C:6]([N:8]([CH3:20])[CH2:9][C:10]([CH3:12])([CH3:13])[CH3:11])=[O:7]. The catalyst class is: 1. (8) Reactant: [F:1][C:2]1[CH:7]=[CH:6][C:5]([C:8]([C:27]2[CH:32]=[CH:31][C:30]([F:33])=[CH:29][CH:28]=2)=[CH:9][CH2:10][C:11]([N:13]2[CH2:26][CH2:25][C:16]3([C:24]4[C:19](=[CH:20][CH:21]=[CH:22][CH:23]=4)[CH:18]=[CH:17]3)[CH2:15][CH2:14]2)=[O:12])=[CH:4][CH:3]=1.[H][H]. The catalyst class is: 19. Product: [F:1][C:2]1[CH:3]=[CH:4][C:5]([CH:8]([C:27]2[CH:28]=[CH:29][C:30]([F:33])=[CH:31][CH:32]=2)[CH2:9][CH2:10][C:11]([N:13]2[CH2:26][CH2:25][C:16]3([C:24]4[C:19](=[CH:20][CH:21]=[CH:22][CH:23]=4)[CH2:18][CH2:17]3)[CH2:15][CH2:14]2)=[O:12])=[CH:6][CH:7]=1.